Task: Predict the reaction yield, written as a fraction of the theoretical maximum amount of product (1.0 means a 100% yield; for example, 0.34 means a 34% yield).. Dataset: Reaction yield outcomes from USPTO patents with 853,638 reactions The reactants are [CH3:1][C:2]1[N:7]=[CH:6][C:5]([N:8]([C:16]([O:18][C:19]([CH3:22])([CH3:21])[CH3:20])=[O:17])[C:9]([O:11][C:12]([CH3:15])([CH3:14])[CH3:13])=[O:10])=[CH:4][CH:3]=1.C1C(=O)N([Br:30])C(=O)C1.CC(N=NC(C#N)(C)C)(C#N)C. The catalyst is C(Cl)(Cl)(Cl)Cl. The product is [C:12]([O:11][C:9]([N:8]([C:5]1[CH:6]=[N:7][C:2]([CH2:1][Br:30])=[CH:3][CH:4]=1)[C:16]([O:18][C:19]([CH3:22])([CH3:21])[CH3:20])=[O:17])=[O:10])([CH3:15])([CH3:13])[CH3:14]. The yield is 0.260.